Predict which catalyst facilitates the given reaction. From a dataset of Catalyst prediction with 721,799 reactions and 888 catalyst types from USPTO. (1) Reactant: C(N[C:5]1[C:6]([N+:15]([O-:17])=[O:16])=[C:7]([CH:11]=[CH:12][C:13]=1[CH3:14])[C:8]([OH:10])=[O:9])(=O)C.[OH-:18].[K+].Cl. Product: [OH:18][C:5]1[C:6]([N+:15]([O-:17])=[O:16])=[C:7]([CH:11]=[CH:12][C:13]=1[CH3:14])[C:8]([OH:10])=[O:9]. The catalyst class is: 6. (2) Reactant: I[C:2]1[C:10]2[C:5](=[N:6][CH:7]=[N:8][C:9]=2[NH2:11])[N:4]([C@H:12]2[CH2:17][CH2:16][C@@H:15]([N:18]3[CH2:23][CH2:22][N:21]([CH3:24])[CH2:20][CH2:19]3)[CH2:14][CH2:13]2)[N:3]=1.[CH2:25]([NH:33][C:34]([C:36]1[CH:41]=[CH:40][C:39](B(O)O)=[CH:38][C:37]=1[O:45][CH3:46])=[O:35])[CH2:26][C:27]1[CH:32]=[CH:31][CH:30]=[CH:29][CH:28]=1.C(=O)([O-])[O-].[Na+].[Na+].COCCOC. Product: [CH2:25]([NH:33][C:34](=[O:35])[C:36]1[CH:41]=[CH:40][C:39]([C:2]2[C:10]3[C:5](=[N:6][CH:7]=[N:8][C:9]=3[NH2:11])[N:4]([C@H:12]3[CH2:17][CH2:16][C@@H:15]([N:18]4[CH2:23][CH2:22][N:21]([CH3:24])[CH2:20][CH2:19]4)[CH2:14][CH2:13]3)[N:3]=2)=[CH:38][C:37]=1[O:45][CH3:46])[CH2:26][C:27]1[CH:28]=[CH:29][CH:30]=[CH:31][CH:32]=1. The catalyst class is: 6.